Dataset: Reaction yield outcomes from USPTO patents with 853,638 reactions. Task: Predict the reaction yield, written as a fraction of the theoretical maximum amount of product (1.0 means a 100% yield; for example, 0.34 means a 34% yield). The reactants are [C:1]1([C:7]2[C:15]3[CH2:14][CH2:13][CH2:12][CH:11]([CH2:16][C:17]([O:19]CC)=[O:18])[C:10]=3[N:9]([CH:22]([C:26]3[CH:31]=[CH:30][C:29]([C:32]([F:35])([F:34])[F:33])=[CH:28][CH:27]=3)[CH2:23][CH2:24][CH3:25])[CH:8]=2)[CH:6]=[CH:5][CH:4]=[CH:3][CH:2]=1.[OH-].[Li+].Cl. The catalyst is O1CCOCC1.O.C(OCC)(=O)C. The product is [C:1]1([C:7]2[C:15]3[CH2:14][CH2:13][CH2:12][CH:11]([CH2:16][C:17]([OH:19])=[O:18])[C:10]=3[N:9]([CH:22]([C:26]3[CH:27]=[CH:28][C:29]([C:32]([F:35])([F:33])[F:34])=[CH:30][CH:31]=3)[CH2:23][CH2:24][CH3:25])[CH:8]=2)[CH:2]=[CH:3][CH:4]=[CH:5][CH:6]=1. The yield is 0.550.